This data is from Full USPTO retrosynthesis dataset with 1.9M reactions from patents (1976-2016). The task is: Predict the reactants needed to synthesize the given product. (1) Given the product [Cl:1][C:2]1[CH:27]=[C:26]([C:28]([F:29])([F:31])[F:30])[CH:25]=[CH:24][C:3]=1[CH2:4][N:5]1[C:9](/[CH:10]=[CH:11]/[C:12]([OH:14])=[O:13])=[CH:8][C:7]([O:17][CH2:18][C:19]2([CH3:23])[CH2:20][O:21][CH2:22]2)=[N:6]1, predict the reactants needed to synthesize it. The reactants are: [Cl:1][C:2]1[CH:27]=[C:26]([C:28]([F:31])([F:30])[F:29])[CH:25]=[CH:24][C:3]=1[CH2:4][N:5]1[C:9](/[CH:10]=[CH:11]/[C:12]([O:14]CC)=[O:13])=[CH:8][C:7]([O:17][CH2:18][C:19]2([CH3:23])[CH2:22][O:21][CH2:20]2)=[N:6]1.[OH-].[Na+].O1CCCC1. (2) Given the product [Br:1][C:2]1[CH:7]=[CH:6][N:5]=[C:4]([NH:8][C:10](=[O:15])[CH2:11][CH:12]2[CH2:14][CH2:13]2)[CH:3]=1, predict the reactants needed to synthesize it. The reactants are: [Br:1][C:2]1[CH:7]=[CH:6][N:5]=[C:4]([NH2:8])[CH:3]=1.N1[CH:14]=[CH:13][CH:12]=[CH:11][CH:10]=1.[OH2:15]. (3) Given the product [C:18]1([C:15]([C:4]2[CH:5]=[CH:6][N:1]=[CH:2][CH:3]=2)=[CH:16][CH:13]=[O:14])[CH:23]=[CH:22][CH:21]=[CH:20][CH:19]=1, predict the reactants needed to synthesize it. The reactants are: [N:1]1[CH:6]=[CH:5][CH:4]=[CH:3][CH:2]=1.N1C=CC([CH:13]=[O:14])=CC=1.[C:15]([C:18]1[CH:23]=[CH:22][CH:21]=[CH:20][CH:19]=1)(=O)[CH3:16]. (4) Given the product [CH3:23][N:19]1[C:20]2[C:15](=[CH:14][C:13]([O:12][CH2:11][CH2:10][NH:9][CH2:7][C:3]3[CH:2]=[N:1][CH:6]=[CH:5][CH:4]=3)=[CH:22][CH:21]=2)[CH:16]=[CH:17][C:18]1=[O:24], predict the reactants needed to synthesize it. The reactants are: [N:1]1[CH:6]=[CH:5][CH:4]=[C:3]([CH:7]=O)[CH:2]=1.[NH2:9][CH2:10][CH2:11][O:12][C:13]1[CH:14]=[C:15]2[C:20](=[CH:21][CH:22]=1)[N:19]([CH3:23])[C:18](=[O:24])[CH:17]=[CH:16]2.[BH4-].[Na+]. (5) Given the product [S:18]1[C:22]([C:23]2[C:24]([O:33][CH3:34])=[CH:25][C:26]([O:31][CH3:32])=[C:27]([CH:28]=[CH:14][C:13]([C:5]3[CH:6]=[C:7]([O:11][CH3:12])[C:8]([O:9][CH3:10])=[C:3]([O:2][CH3:1])[CH:4]=3)=[O:15])[CH:30]=2)=[CH:21][C:20]2[CH:35]=[CH:36][CH:37]=[CH:38][C:19]1=2, predict the reactants needed to synthesize it. The reactants are: [CH3:1][O:2][C:3]1[CH:4]=[C:5]([C:13](=[O:15])[CH3:14])[CH:6]=[C:7]([O:11][CH3:12])[C:8]=1[O:9][CH3:10].[OH-].[Na+].[S:18]1[C:22]([C:23]2[C:24]([O:33][CH3:34])=[CH:25][C:26]([O:31][CH3:32])=[C:27]([CH:30]=2)[CH:28]=O)=[CH:21][C:20]2[CH:35]=[CH:36][CH:37]=[CH:38][C:19]1=2. (6) Given the product [S:11]([N+:1]1[CH:5]=[CH:4][N:3]([S:11]([O-:14])(=[O:13])=[O:12])[CH:2]=1)([O-:14])(=[O:13])=[O:12].[Li+:10], predict the reactants needed to synthesize it. The reactants are: [NH:1]1[CH:5]=[CH:4][N:3]=[CH:2]1.C([Li:10])CCC.[S:11](=[O:14])(=[O:13])=[O:12]. (7) Given the product [OH:2][CH:3]1[CH2:4][CH2:10][CH:8]([O:12][C:13]([N:15]2[CH2:20][CH2:19][CH:18]([CH:21]([C:42]3[CH:43]=[CH:44][CH:45]=[CH:46][CH:47]=3)[CH2:22][CH2:23][N:24]3[CH2:31][CH:30]4[CH:26]([CH2:27][N:28]([C:32]([C:34]5[C:35]([CH3:41])=[N:36][CH:37]=[N:38][C:39]=5[CH3:40])=[O:33])[CH2:29]4)[CH2:25]3)[CH2:17][CH2:16]2)=[O:14])[CH2:9]1, predict the reactants needed to synthesize it. The reactants are: Cl.[O:2]1CCO[CH2:4][CH2:3]1.[C:8]([O:12][C:13]([N:15]1[CH2:20][CH2:19][CH:18]([CH:21]([C:42]2[CH:47]=[CH:46][CH:45]=[CH:44][CH:43]=2)[CH2:22][CH2:23][N:24]2[CH2:31][CH:30]3[CH:26]([CH2:27][N:28]([C:32]([C:34]4[C:35]([CH3:41])=[N:36][CH:37]=[N:38][C:39]=4[CH3:40])=[O:33])[CH2:29]3)[CH2:25]2)[CH2:17][CH2:16]1)=[O:14])(C)([CH3:10])[CH3:9].C1(O)CCC(O)C1. (8) Given the product [Cl:1][C:2]1[N:3]=[C:4]([N:18]2[CH2:19][CH2:20][O:21][CH2:22][CH2:23]2)[C:5]2[CH:10]=[C:9]([CH2:11][N:12]3[CH2:17][CH2:16][N:15]([S:27]([CH:24]4[CH2:26][CH2:25]4)(=[O:29])=[O:28])[CH2:14][CH2:13]3)[S:8][C:6]=2[N:7]=1, predict the reactants needed to synthesize it. The reactants are: [Cl:1][C:2]1[N:3]=[C:4]([N:18]2[CH2:23][CH2:22][O:21][CH2:20][CH2:19]2)[C:5]2[CH:10]=[C:9]([CH2:11][N:12]3[CH2:17][CH2:16][NH:15][CH2:14][CH2:13]3)[S:8][C:6]=2[N:7]=1.[CH:24]1([S:27](Cl)(=[O:29])=[O:28])[CH2:26][CH2:25]1. (9) Given the product [CH3:1][N:2]1[CH2:3][CH2:4][N:5]([C:8]2[C:9]3[N:10]([CH:21]=[N:22][N:23]=3)[C:11]3[C:16]([N:17]=2)=[CH:15][CH:14]=[C:13]([CH2:18][CH2:19][CH3:20])[CH:12]=3)[CH2:6][CH2:7]1, predict the reactants needed to synthesize it. The reactants are: [CH3:1][N:2]1[CH2:7][CH2:6][N:5]([C:8]2[C:9]3[N:10]([CH:21]=[N:22][N:23]=3)[C:11]3[C:16]([N:17]=2)=[CH:15][CH:14]=[C:13](/[CH:18]=[CH:19]/[CH3:20])[CH:12]=3)[CH2:4][CH2:3]1.CN1CCN(C2C3N(C=NN=3)C3C(N=2)=CC=C(C=C)C=3)CC1.